From a dataset of Catalyst prediction with 721,799 reactions and 888 catalyst types from USPTO. Predict which catalyst facilitates the given reaction. Reactant: CC(C)([O-:4])C.[K+].C[C:8]1([CH3:16])[N:12]([CH2:13][CH2:14][OH:15])[CH2:11][CH2:10][O:9]1.[CH2:17]([CH:20]([CH2:27][CH2:28][CH3:29])[CH2:21][CH2:22][CH2:23]C1CO1)[CH2:18][CH3:19]. Product: [OH:15][CH2:14][CH2:13][NH:12][CH2:11][CH2:10][O:9][CH2:8][CH:16]([OH:4])[CH2:19][CH2:18][CH2:17][CH:20]([CH2:21][CH2:22][CH3:23])[CH2:27][CH2:28][CH3:29]. The catalyst class is: 27.